This data is from Catalyst prediction with 721,799 reactions and 888 catalyst types from USPTO. The task is: Predict which catalyst facilitates the given reaction. (1) Reactant: O[CH2:2][CH2:3][O:4][CH2:5][CH2:6][O:7][C:8]1[CH:13]=[CH:12][C:11]([C:14](=[O:26])/[CH:15]=[CH:16]/[C:17]2[CH:22]=[CH:21][C:20]([N:23]([CH3:25])[CH3:24])=[CH:19][CH:18]=2)=[CH:10][CH:9]=1.CCN(S(F)(F)[F:33])CC.C(=O)([O-])[O-].[K+].[K+]. Product: [F:33][CH2:2][CH2:3][O:4][CH2:5][CH2:6][O:7][C:8]1[CH:13]=[CH:12][C:11]([C:14](=[O:26])/[CH:15]=[CH:16]/[C:17]2[CH:22]=[CH:21][C:20]([N:23]([CH3:25])[CH3:24])=[CH:19][CH:18]=2)=[CH:10][CH:9]=1. The catalyst class is: 57. (2) Reactant: [F:1][C:2]1[CH:7]=[CH:6][C:5]([C:8]([C:11]2[C:12]([CH:17]=O)=[N:13][CH:14]=[CH:15][CH:16]=2)([CH3:10])[CH3:9])=[CH:4][CH:3]=1.[C:19]([O:23][C:24]([N:26]1[CH2:31][CH2:30][CH:29]([NH:32][CH2:33][C:34]2[C:39]([CH3:40])=[CH:38][C:37]([Cl:41])=[CH:36][N:35]=2)[CH2:28][CH2:27]1)=[O:25])([CH3:22])([CH3:21])[CH3:20].[BH-](OC(C)=O)(OC(C)=O)OC(C)=O.[Na+]. Product: [C:19]([O:23][C:24]([N:26]1[CH2:27][CH2:28][CH:29]([N:32]([CH2:33][C:34]2[C:39]([CH3:40])=[CH:38][C:37]([Cl:41])=[CH:36][N:35]=2)[CH2:17][C:12]2[C:11]([C:8]([C:5]3[CH:4]=[CH:3][C:2]([F:1])=[CH:7][CH:6]=3)([CH3:9])[CH3:10])=[CH:16][CH:15]=[CH:14][N:13]=2)[CH2:30][CH2:31]1)=[O:25])([CH3:22])([CH3:21])[CH3:20]. The catalyst class is: 2. (3) The catalyst class is: 97. Product: [F:10][C:11]([F:28])([F:27])[C:12]1[CH:26]=[CH:25][CH:24]=[CH:23][C:13]=1[O:14][C:15]1[CH:22]=[CH:21][C:18]([C:19]2[NH:29][C:30]3[CH:31]=[C:32]([C:33]([O:35][CH2:36][CH3:37])=[O:34])[CH:38]=[CH:39][C:40]=3[N:41]=2)=[CH:17][CH:16]=1. Reactant: S(S([O-])=O)([O-])(=O)=O.[Na+].[Na+].[F:10][C:11]([F:28])([F:27])[C:12]1[CH:26]=[CH:25][CH:24]=[CH:23][C:13]=1[O:14][C:15]1[CH:22]=[CH:21][C:18]([CH:19]=O)=[CH:17][CH:16]=1.[NH2:29][C:30]1[CH:31]=[C:32]([CH:38]=[CH:39][C:40]=1[NH2:41])[C:33]([O:35][CH2:36][CH3:37])=[O:34]. (4) Reactant: [Br:1][C:2]1[N:6]2[CH:7]=[CH:8][CH:9]=[CH:10][C:5]2=[C:4]([C:11]([O:13]C)=O)[N:3]=1.[C:15]12([NH2:25])[CH2:24][CH:19]3[CH2:20][CH:21]([CH2:23][CH:17]([CH2:18]3)[CH2:16]1)[CH2:22]2.C[Al](C)C. Product: [C:15]12([NH:25][C:11]([C:4]3[N:3]=[C:2]([Br:1])[N:6]4[CH:7]=[CH:8][CH:9]=[CH:10][C:5]=34)=[O:13])[CH2:22][CH:21]3[CH2:20][CH:19]([CH2:18][CH:17]([CH2:23]3)[CH2:16]1)[CH2:24]2. The catalyst class is: 11. (5) Reactant: [C:1]([O:4][CH:5]1[C:6]([OH:45])([CH3:44])[CH2:7][CH2:8][CH:9]([O:36][Si:37]([CH2:42][CH3:43])([CH2:40][CH3:41])[CH2:38][CH3:39])[CH2:10][C:11]([O:13][CH:14](/[C:19](/[CH3:35])=[CH:20]/[CH:21]=[CH:22]/[CH:23]([CH3:34])[CH2:24][CH:25]2[O:33][CH:26]2[CH:27]([CH3:32])[CH:28]([OH:31])[CH2:29][CH3:30])[CH:15]([CH3:18])[CH:16]=[CH:17]1)=[O:12])(=[O:3])[CH3:2].CN(C1C=CC=CN=1)C.ClC(O[C:59]1[CH:64]=[CH:63][C:62]([N+:65]([O-:67])=[O:66])=[CH:61][CH:60]=1)=O.[C:68]([O:71]CC)(=[O:70])C. Product: [C:1]([O:4][CH:5]1[C:6]([OH:45])([CH3:44])[CH2:7][CH2:8][CH:9]([O:36][Si:37]([CH2:42][CH3:43])([CH2:38][CH3:39])[CH2:40][CH3:41])[CH:10]([C:68]([OH:71])=[O:70])[C:11]([O:13][CH:14](/[C:19](/[CH3:35])=[CH:20]/[CH:21]=[CH:22]/[CH:23]([CH3:34])[CH2:24][CH:25]2[O:33][CH:26]2[CH:27]([CH3:32])[CH:28]([O:31][C:59]2[CH:64]=[CH:63][C:62]([N+:65]([O-:67])=[O:66])=[CH:61][CH:60]=2)[CH2:29][CH3:30])[CH:15]([CH3:18])[CH:16]=[CH:17]1)=[O:12])(=[O:3])[CH3:2]. The catalyst class is: 347. (6) Reactant: [F:1][C:2]([F:21])([F:20])[C:3]1[CH:8]=[CH:7][C:6]([C:9]2[N:10]=[C:11]([CH2:14][C:15](OCC)=[O:16])[O:12][CH:13]=2)=[CH:5][CH:4]=1.[BH4-].[Na+].O. Product: [F:21][C:2]([F:1])([F:20])[C:3]1[CH:4]=[CH:5][C:6]([C:9]2[N:10]=[C:11]([CH2:14][CH2:15][OH:16])[O:12][CH:13]=2)=[CH:7][CH:8]=1. The catalyst class is: 5. (7) Reactant: Cl[CH2:2][CH2:3][CH2:4][CH2:5][N:6]1[CH:11]=[CH:10][C:9]([CH3:12])=[CH:8][C:7]1=[O:13].[C:14]([C:18]1[N:23]=[C:22]([N:24]2[CH2:29][CH2:28][NH:27][CH2:26][CH2:25]2)[CH:21]=[C:20]([C:30]([F:33])([F:32])[F:31])[N:19]=1)([CH3:17])([CH3:16])[CH3:15].C(N(CC)CC)C.O. The catalyst class is: 16. Product: [C:14]([C:18]1[N:23]=[C:22]([N:24]2[CH2:25][CH2:26][N:27]([CH2:2][CH2:3][CH2:4][CH2:5][N:6]3[CH:11]=[CH:10][C:9]([CH3:12])=[CH:8][C:7]3=[O:13])[CH2:28][CH2:29]2)[CH:21]=[C:20]([C:30]([F:31])([F:32])[F:33])[N:19]=1)([CH3:17])([CH3:15])[CH3:16]. (8) Reactant: [OH-].[Li+].[CH3:3][O:4][C:5]1[CH:10]=[CH:9][C:8]([N:11]2[C:15]([C:16]([O:18]C)=[O:17])=[CH:14][C:13]([S:20][CH3:21])=[N:12]2)=[CH:7][CH:6]=1. Product: [CH3:3][O:4][C:5]1[CH:6]=[CH:7][C:8]([N:11]2[C:15]([C:16]([OH:18])=[O:17])=[CH:14][C:13]([S:20][CH3:21])=[N:12]2)=[CH:9][CH:10]=1. The catalyst class is: 5. (9) Product: [O:26]=[S:25]1(=[O:27])[CH2:24][CH2:23][CH2:22][N:2]1[CH2:3][C:4]1[CH:5]=[CH:6][C:7]([C:8]([O:10][CH3:11])=[O:9])=[CH:12][CH:13]=1. The catalyst class is: 4. Reactant: Cl.[NH2:2][CH2:3][C:4]1[CH:13]=[CH:12][C:7]([C:8]([O:10][CH3:11])=[O:9])=[CH:6][CH:5]=1.C(N(CC)CC)C.Cl[CH2:22][CH2:23][CH2:24][S:25](Cl)(=[O:27])=[O:26]. (10) Product: [N:16]1([CH:2]2[C:7](=[O:8])[CH2:6][CH2:5][N:4]([C:9]([O:11][C:12]([CH3:15])([CH3:14])[CH3:13])=[O:10])[CH2:3]2)[CH:20]=[CH:19][N:18]=[CH:17]1. Reactant: Br[CH:2]1[C:7](=[O:8])[CH2:6][CH2:5][N:4]([C:9]([O:11][C:12]([CH3:15])([CH3:14])[CH3:13])=[O:10])[CH2:3]1.[NH:16]1[CH:20]=[CH:19][N:18]=[CH:17]1.C(=O)([O-])[O-].[K+].[K+].CN(C=O)C. The catalyst class is: 25.